Dataset: Catalyst prediction with 721,799 reactions and 888 catalyst types from USPTO. Task: Predict which catalyst facilitates the given reaction. Reactant: C([N:8]([CH2:29][CH:30]([C:32]1[O:33][C:34]2[CH:40]=[CH:39][C:38]([O:41][CH2:42][CH2:43][O:44][CH:45]3[CH2:49][CH2:48][CH2:47][CH2:46]3)=[CH:37][C:35]=2[CH:36]=1)[OH:31])[CH2:9][CH2:10][NH:11][C:12]([NH:14][C:15]1[CH:20]=[CH:19][C:18]([O:21]CC2C=CC=CC=2)=[CH:17][CH:16]=1)=[O:13])C1C=CC=CC=1.C(Cl)(Cl)Cl. Product: [CH:45]1([O:44][CH2:43][CH2:42][O:41][C:38]2[CH:39]=[CH:40][C:34]3[O:33][C:32]([CH:30]([OH:31])[CH2:29][NH:8][CH2:9][CH2:10][NH:11][C:12]([NH:14][C:15]4[CH:16]=[CH:17][C:18]([OH:21])=[CH:19][CH:20]=4)=[O:13])=[CH:36][C:35]=3[CH:37]=2)[CH2:49][CH2:48][CH2:47][CH2:46]1. The catalyst class is: 123.